This data is from Catalyst prediction with 721,799 reactions and 888 catalyst types from USPTO. The task is: Predict which catalyst facilitates the given reaction. (1) Reactant: C[O:2][C:3](=[O:13])[C@:4]([CH2:8][O:9][CH:10]([F:12])[F:11])([CH3:7])[CH:5]=[CH2:6].O.[OH-].[Li+].Cl. Product: [F:11][CH:10]([F:12])[O:9][CH2:8][C@@:4]([CH3:7])([CH:5]=[CH2:6])[C:3]([OH:13])=[O:2]. The catalyst class is: 30. (2) Reactant: [NH:1]1[CH:5]=[CH:4][C:3]([CH:6]=O)=[CH:2]1.[CH3:8][C:9]1[C:13]([N+:14]([O-:16])=[O:15])=[C:12]([CH3:17])[O:11][N:10]=1.N1CCCCC1. Product: [NH:1]1[CH:5]=[CH:4][C:3]([CH:6]=[CH:17][C:12]2[O:11][N:10]=[C:9]([CH3:8])[C:13]=2[N+:14]([O-:16])=[O:15])=[CH:2]1. The catalyst class is: 14. (3) Reactant: [N:1]1[CH:6]=[CH:5][C:4]([NH2:7])=[CH:3][N:2]=1.C(N(CC)CC)C.[Cl:15][CH2:16][C:17](Cl)=[O:18]. Product: [Cl:15][CH2:16][C:17]([NH:7][C:4]1[CH:5]=[CH:6][N:1]=[N:2][CH:3]=1)=[O:18]. The catalyst class is: 4. (4) Reactant: [OH-].[Na+].[Cl:3][C:4]1[CH:5]=[C:6]([C:14]2[N:19]=[CH:18][N:17]=[C:16]([CH:20]3[NH:24][CH:23]([C:25]([O:27]C)=[O:26])[CH2:22][CH2:21]3)[CH:15]=2)[CH:7]=[CH:8][C:9]=1[O:10][CH:11]1[CH2:13][CH2:12]1. Product: [Cl:3][C:4]1[CH:5]=[C:6]([C:14]2[N:19]=[CH:18][N:17]=[C:16]([CH:20]3[NH:24][CH:23]([C:25]([OH:27])=[O:26])[CH2:22][CH2:21]3)[CH:15]=2)[CH:7]=[CH:8][C:9]=1[O:10][CH:11]1[CH2:13][CH2:12]1. The catalyst class is: 1. (5) Reactant: C(N(CC)CC)C.[OH:8][C:9]1[C:21]([C:22]([F:25])([F:24])[F:23])=[CH:20][CH:19]=[C:18]([CH2:26][O:27][C:28]2[CH:33]=[CH:32][C:31]([NH:34][CH3:35])=[CH:30][CH:29]=2)[C:10]=1[C:11]([O:13][C:14]([CH3:17])([CH3:16])[CH3:15])=[O:12].[C:36]([Si:40](Cl)([CH3:42])[CH3:41])([CH3:39])([CH3:38])[CH3:37].O. Product: [Si:40]([O:8][C:9]1[C:21]([C:22]([F:25])([F:24])[F:23])=[CH:20][CH:19]=[C:18]([CH2:26][O:27][C:28]2[CH:33]=[CH:32][C:31]([NH:34][CH3:35])=[CH:30][CH:29]=2)[C:10]=1[C:11]([O:13][C:14]([CH3:17])([CH3:16])[CH3:15])=[O:12])([C:36]([CH3:39])([CH3:38])[CH3:37])([CH3:42])[CH3:41]. The catalyst class is: 9. (6) Reactant: O.Cl(O)(=O)(=O)=O.[Cl-].[CH3:8][O:9][C:10](=[O:31])[C:11]1[CH:16]=[CH:15][C:14]([NH:17][C:18]([C:20]2[CH:29]=[C:28]3[C:23]([CH:24]=[CH:25][CH:26]=[N:27]3)=[CH:22][CH:21]=2)=[O:19])=[CH:13][C:12]=1[Cl:30]. Product: [CH3:8][O:9][C:10](=[O:31])[C:11]1[CH:16]=[CH:15][C:14]([NH:17][C:18]([C:20]2[CH:29]=[C:28]3[C:23]([CH2:24][CH2:25][CH2:26][NH:27]3)=[CH:22][CH:21]=2)=[O:19])=[CH:13][C:12]=1[Cl:30]. The catalyst class is: 32.